The task is: Predict which catalyst facilitates the given reaction.. This data is from Catalyst prediction with 721,799 reactions and 888 catalyst types from USPTO. (1) Reactant: [CH:1]1([C:4]2[CH:5]=[C:6]([C:18]([O:20]CC)=[O:19])[C:7]3[C:12]([CH3:13])=[N:11][N:10]([C:14]([CH3:17])([CH3:16])[CH3:15])[C:8]=3[N:9]=2)[CH2:3][CH2:2]1.[OH-].[Na+]. Product: [CH:1]1([C:4]2[CH:5]=[C:6]([C:18]([OH:20])=[O:19])[C:7]3[C:12]([CH3:13])=[N:11][N:10]([C:14]([CH3:17])([CH3:15])[CH3:16])[C:8]=3[N:9]=2)[CH2:2][CH2:3]1. The catalyst class is: 8. (2) Reactant: Br[C:2]1[CH:3]=[CH:4][C:5]([C:8]([NH:10][CH2:11][CH2:12][C:13]([O:15][CH2:16][CH3:17])=[O:14])=[O:9])=[N:6][CH:7]=1.[CH:18]([C:20]1[CH:25]=[CH:24][C:23]([O:26][CH3:27])=[CH:22][C:21]=1B(O)O)=[O:19].C([O-])([O-])=O.[K+].[K+].O. Product: [CH:18]([C:20]1[CH:25]=[CH:24][C:23]([O:26][CH3:27])=[CH:22][C:21]=1[C:2]1[CH:3]=[CH:4][C:5]([C:8]([NH:10][CH2:11][CH2:12][C:13]([O:15][CH2:16][CH3:17])=[O:14])=[O:9])=[N:6][CH:7]=1)=[O:19]. The catalyst class is: 800. (3) Reactant: CS(O[CH2:6][C:7]1[CH:8]=[CH:9][C:10]2[O:14][C:13]([CH2:15][C:16]3[CH:21]=[CH:20][CH:19]=[CH:18][CH:17]=3)=[N:12][C:11]=2[CH:22]=1)(=O)=O.[N-:23]=[N+:24]=[N-:25].[Na+].O. Product: [N:23]([CH2:6][C:7]1[CH:8]=[CH:9][C:10]2[O:14][C:13]([CH2:15][C:16]3[CH:21]=[CH:20][CH:19]=[CH:18][CH:17]=3)=[N:12][C:11]=2[CH:22]=1)=[N+:24]=[N-:25]. The catalyst class is: 9. (4) Reactant: [Br:1][C:2]1[CH:7]=[C:6]([C:8]([OH:10])=O)[CH:5]=[CH:4][N:3]=1.[Cl-].[CH2:12]([O:19][C:20]1[CH:25]=[CH:24][C:23]([N:26]2[CH2:31][CH2:30][N:29]([C:32](=[O:35])[CH2:33][NH3+:34])[CH2:28][CH2:27]2)=[CH:22][CH:21]=1)[C:13]1[CH:18]=[CH:17][CH:16]=[CH:15][CH:14]=1.C1CN([P+](ON2N=NC3C=CC=CC2=3)(N2CCCC2)N2CCCC2)CC1.F[P-](F)(F)(F)(F)F.C(N(C(C)C)C(C)C)C. Product: [CH2:12]([O:19][C:20]1[CH:21]=[CH:22][C:23]([N:26]2[CH2:27][CH2:28][N:29]([C:32](=[O:35])[CH2:33][NH:34][C:8](=[O:10])[C:6]3[CH:5]=[CH:4][N:3]=[C:2]([Br:1])[CH:7]=3)[CH2:30][CH2:31]2)=[CH:24][CH:25]=1)[C:13]1[CH:14]=[CH:15][CH:16]=[CH:17][CH:18]=1. The catalyst class is: 3. (5) Product: [NH2:23][C:12]1[CH:13]=[C:14]([C:17]2[CH:18]=[CH:19][CH:20]=[CH:21][CH:22]=2)[CH:15]=[CH:16][C:11]=1[C:9]([NH:8][C@H:7]([C:26]([O:28][CH3:29])=[O:27])[C@@H:6]([CH3:30])[O:5][C:2]([CH3:3])([CH3:4])[CH3:1])=[O:10]. The catalyst class is: 63. Reactant: [CH3:1][C:2]([O:5][C@H:6]([CH3:30])[C@@H:7]([C:26]([O:28][CH3:29])=[O:27])[NH:8][C:9]([C:11]1[CH:16]=[CH:15][C:14]([C:17]2[CH:22]=[CH:21][CH:20]=[CH:19][CH:18]=2)=[CH:13][C:12]=1[N+:23]([O-])=O)=[O:10])([CH3:4])[CH3:3].